Dataset: Forward reaction prediction with 1.9M reactions from USPTO patents (1976-2016). Task: Predict the product of the given reaction. (1) Given the reactants Br[C:2]1[CH:3]=[C:4]([NH:14][C:15]([C:17]2[CH:18]=[N:19][CH:20]=[N:21][CH:22]=2)=[O:16])[CH:5]=[N:6][C:7]=1[O:8][CH2:9][C:10]([F:13])([F:12])[F:11].[Cl:23][C:24]1[CH:29]=[CH:28][C:27](B(O)O)=[C:26]([F:33])[CH:25]=1, predict the reaction product. The product is: [Cl:23][C:24]1[CH:29]=[CH:28][C:27]([C:2]2[CH:3]=[C:4]([NH:14][C:15]([C:17]3[CH:18]=[N:19][CH:20]=[N:21][CH:22]=3)=[O:16])[CH:5]=[N:6][C:7]=2[O:8][CH2:9][C:10]([F:13])([F:12])[F:11])=[C:26]([F:33])[CH:25]=1. (2) Given the reactants [O:1]([C:8]1[CH:13]=[CH:12][C:11]([NH:14][C:15](=[O:24])[CH2:16][N:17]2[CH2:23][CH2:22][CH2:21][NH:20][CH2:19][CH2:18]2)=[CH:10][CH:9]=1)[C:2]1[CH:7]=[CH:6][CH:5]=[CH:4][CH:3]=1.Br[CH2:26][C:27]1[CH:36]=[CH:35][C:30]([C:31]([O:33][CH3:34])=[O:32])=[CH:29][CH:28]=1.C(=O)([O-])[O-].[K+].[K+], predict the reaction product. The product is: [O:24]=[C:15]([NH:14][C:11]1[CH:10]=[CH:9][C:8]([O:1][C:2]2[CH:7]=[CH:6][CH:5]=[CH:4][CH:3]=2)=[CH:13][CH:12]=1)[CH2:16][N:17]1[CH2:23][CH2:22][CH2:21][N:20]([CH2:26][C:27]2[CH:36]=[CH:35][C:30]([C:31]([O:33][CH3:34])=[O:32])=[CH:29][CH:28]=2)[CH2:19][CH2:18]1. (3) Given the reactants [CH3:1][O:2][C:3]1[CH:4]=[C:5]2[C:10](=[CH:11][C:12]=1[O:13][CH3:14])[N:9]=[CH:8][CH:7]=[C:6]2[O:15][C:16]1[CH:22]=[CH:21][C:19]([NH2:20])=[CH:18][C:17]=1[F:23].C(O)C.[CH3:27][C:28]1[CH:33]=[CH:32][CH:31]=[CH:30][C:29]=1[C:34]([N:36]=[C:37]=[S:38])=[O:35], predict the reaction product. The product is: [CH3:1][O:2][C:3]1[CH:4]=[C:5]2[C:10](=[CH:11][C:12]=1[O:13][CH3:14])[N:9]=[CH:8][CH:7]=[C:6]2[O:15][C:16]1[CH:22]=[CH:21][C:19]([NH:20][C:37]([NH:36][C:34](=[O:35])[C:29]2[CH:30]=[CH:31][CH:32]=[CH:33][C:28]=2[CH3:27])=[S:38])=[CH:18][C:17]=1[F:23]. (4) Given the reactants [NH2:1][CH:2]([C:11]1[C:16]([O:17][CH3:18])=[CH:15][CH:14]=[CH:13][C:12]=1[O:19][CH3:20])[CH2:3][CH:4]([CH3:10])[C:5]([O:7]CC)=O.[Cl:21][C:22]1[CH:23]=[C:24]([CH:27]=[CH:28][C:29]=1[O:30][CH:31]([F:33])[F:32])[CH:25]=O, predict the reaction product. The product is: [Cl:21][C:22]1[CH:23]=[C:24]([CH:27]=[CH:28][C:29]=1[O:30][CH:31]([F:32])[F:33])[CH2:25][N:1]1[CH:2]([C:11]2[C:12]([O:19][CH3:20])=[CH:13][CH:14]=[CH:15][C:16]=2[O:17][CH3:18])[CH2:3][CH:4]([CH3:10])[C:5]1=[O:7]. (5) Given the reactants [OH:1][C:2]1[CH:7]=[CH:6][C:5]([CH2:8][C:9](=[O:11])[CH3:10])=[CH:4][CH:3]=1.Cl[CH2:13][C:14]1[C:15]([CH3:20])=[N:16][O:17][C:18]=1[CH3:19].C(=O)([O-])[O-].[K+].[K+].O, predict the reaction product. The product is: [CH3:20][C:15]1[C:14]([CH2:13][O:1][C:2]2[CH:3]=[CH:4][C:5]([CH2:8][C:9](=[O:11])[CH3:10])=[CH:6][CH:7]=2)=[C:18]([CH3:19])[O:17][N:16]=1. (6) Given the reactants C1(P(C2C=CC=CC=2)C2C=CC=CC=2)C=CC=CC=1.[CH3:20][C:21]([C:39]1[CH:44]=[CH:43][C:42]([C:45]2[O:49][N:48]=[C:47]([CH2:50]O)[CH:46]=2)=[CH:41][CH:40]=1)([C:25]1[CH:30]=[CH:29][C:28]([O:31][CH2:32][C:33]2[CH:38]=[CH:37][CH:36]=[CH:35][N:34]=2)=[CH:27][N:26]=1)[CH:22]([CH3:24])[CH3:23].C(Br)(Br)(Br)[Br:53].C(=O)(O)[O-].[Na+], predict the reaction product. The product is: [Br:53][CH2:50][C:47]1[CH:46]=[C:45]([C:42]2[CH:43]=[CH:44][C:39]([C:21]([C:25]3[CH:30]=[CH:29][C:28]([O:31][CH2:32][C:33]4[CH:38]=[CH:37][CH:36]=[CH:35][N:34]=4)=[CH:27][N:26]=3)([CH3:20])[CH:22]([CH3:24])[CH3:23])=[CH:40][CH:41]=2)[O:49][N:48]=1. (7) Given the reactants [CH3:1][C:2]1[C:7]([C:8]([O:10][CH2:11][CH3:12])=[O:9])=[C:6]([NH:13][C:14]2[CH:19]=[CH:18][CH:17]=[C:16]([C:20]([F:23])([F:22])[F:21])[CH:15]=2)[N:5]=[C:4]([S:24][CH3:25])[N:3]=1.CO[CH:28](OC)[N:29]([CH3:31])[CH3:30], predict the reaction product. The product is: [CH3:28][N:29]([CH3:31])/[CH:30]=[CH:1]/[C:2]1[C:7]([C:8]([O:10][CH2:11][CH3:12])=[O:9])=[C:6]([NH:13][C:14]2[CH:19]=[CH:18][CH:17]=[C:16]([C:20]([F:23])([F:21])[F:22])[CH:15]=2)[N:5]=[C:4]([S:24][CH3:25])[N:3]=1. (8) Given the reactants [CH2:1]([O:8][C:9]([C:11]1[CH:20]=[C:19]([O:21][CH2:22][C:23]2[CH:28]=[CH:27][CH:26]=[CH:25][CH:24]=2)[C:18]2[C:13](=[C:14]([O:30][CH2:31][C:32]3[CH:37]=[CH:36][CH:35]=[CH:34][CH:33]=3)[C:15](Br)=[CH:16][CH:17]=2)[N:12]=1)=[O:10])[C:2]1[CH:7]=[CH:6][CH:5]=[CH:4][CH:3]=1.CO[C:40]1[CH:45]=[CH:44][C:43](B(O)O)=[CH:42][CH:41]=1.C1(B(O)O)C=CC=CC=1, predict the reaction product. The product is: [CH2:1]([O:8][C:9]([C:11]1[CH:20]=[C:19]([O:21][CH2:22][C:23]2[CH:28]=[CH:27][CH:26]=[CH:25][CH:24]=2)[C:18]2[C:13](=[C:14]([O:30][CH2:31][C:32]3[CH:37]=[CH:36][CH:35]=[CH:34][CH:33]=3)[C:15]([C:40]3[CH:45]=[CH:44][CH:43]=[CH:42][CH:41]=3)=[CH:16][CH:17]=2)[N:12]=1)=[O:10])[C:2]1[CH:7]=[CH:6][CH:5]=[CH:4][CH:3]=1. (9) Given the reactants [CH:1]1([CH:7]([NH:26][C:27]2[CH:32]=[CH:31][C:30]([C:33]([NH:35][CH2:36][CH2:37][C:38]([O:40][CH2:41][CH3:42])=[O:39])=[O:34])=[CH:29][CH:28]=2)[C:8]2[CH:12]=[C:11]([C:13]3[CH:18]=[CH:17][C:16]([C:19]([F:22])([F:21])[F:20])=[CH:15][CH:14]=3)[O:10][C:9]=2[CH2:23][S:24][CH3:25])[CH2:6][CH2:5][CH2:4][CH2:3][CH2:2]1.[OH:43]OS([O-])=O.[K+], predict the reaction product. The product is: [CH:1]1([CH:7]([NH:26][C:27]2[CH:28]=[CH:29][C:30]([C:33]([NH:35][CH2:36][CH2:37][C:38]([O:40][CH2:41][CH3:42])=[O:39])=[O:34])=[CH:31][CH:32]=2)[C:8]2[CH:12]=[C:11]([C:13]3[CH:18]=[CH:17][C:16]([C:19]([F:20])([F:21])[F:22])=[CH:15][CH:14]=3)[O:10][C:9]=2[CH2:23][S:24]([CH3:25])=[O:43])[CH2:6][CH2:5][CH2:4][CH2:3][CH2:2]1.